Dataset: Peptide-MHC class I binding affinity with 185,985 pairs from IEDB/IMGT. Task: Regression. Given a peptide amino acid sequence and an MHC pseudo amino acid sequence, predict their binding affinity value. This is MHC class I binding data. (1) The peptide sequence is RSQGENPTW. The MHC is Mamu-A2201 with pseudo-sequence Mamu-A2201. The binding affinity (normalized) is 0.101. (2) The peptide sequence is QLEQPYVFIK. The MHC is HLA-A11:01 with pseudo-sequence HLA-A11:01. The binding affinity (normalized) is 0.260. (3) The MHC is HLA-A24:02 with pseudo-sequence HLA-A24:02. The peptide sequence is LPCVLWPVL. The binding affinity (normalized) is 0.289.